This data is from Forward reaction prediction with 1.9M reactions from USPTO patents (1976-2016). The task is: Predict the product of the given reaction. (1) The product is: [Cl:1][C:2]1[CH:7]=[CH:6][C:5]([CH:8]2[CH2:13][CH2:12][N:11]([C:14]3[S:15][C:16]([C:19]4[N:20]=[N:21][N:22]([CH2:24][C:25]([OH:27])=[O:26])[N:23]=4)=[CH:17][N:18]=3)[CH2:10][CH2:9]2)=[CH:4][CH:3]=1. Given the reactants [Cl:1][C:2]1[CH:7]=[CH:6][C:5]([CH:8]2[CH2:13][CH2:12][N:11]([C:14]3[S:15][C:16]([C:19]4[N:20]=[N:21][N:22]([CH2:24][C:25]([O:27]CC)=[O:26])[N:23]=4)=[CH:17][N:18]=3)[CH2:10][CH2:9]2)=[CH:4][CH:3]=1.[Li+].[OH-].C(O)(=O)C, predict the reaction product. (2) Given the reactants CO[C:3]([C:5]1[C:6]([OH:33])=[C:7]2[C:12](=[CH:13][N:14]=1)[N:11]([CH2:15][C:16]1[CH:21]=[CH:20][CH:19]=[CH:18][CH:17]=1)[C:10](=[O:22])[C:9]([C:23]1[CH:28]=[CH:27][CH:26]=[CH:25][C:24]=1[C:29]([F:32])([F:31])[F:30])=[CH:8]2)=[O:4].[NH2:34][CH2:35][CH2:36][C:37]([OH:39])=[O:38].C[O-].[Na+], predict the reaction product. The product is: [CH2:15]([N:11]1[C:12]2[C:7](=[C:6]([OH:33])[C:5]([C:3]([NH:34][CH2:35][CH2:36][C:37]([OH:39])=[O:38])=[O:4])=[N:14][CH:13]=2)[CH:8]=[C:9]([C:23]2[CH:28]=[CH:27][CH:26]=[CH:25][C:24]=2[C:29]([F:31])([F:32])[F:30])[C:10]1=[O:22])[C:16]1[CH:17]=[CH:18][CH:19]=[CH:20][CH:21]=1. (3) Given the reactants N1C=CC=CC=1.ClC(OC1C=CC([N+]([O-])=O)=CC=1)=O.NC1C=C2C(=CC=1)C(=O)CCC2.[OH-].[Na+].[N+](C1C=CC([N:43]([C:47]2[CH:56]=[CH:55][C:54]3[C:53](=[O:57])[CH2:52][CH2:51][CH2:50][C:49]=3[CH:48]=2)[C:44](=[O:46])[O-])=CC=1)([O-])=O.Cl.[F:59][C:60]1[CH:65]=[CH:64][C:63]([CH:66]2[CH2:71][CH2:70][NH:69][CH2:68][CH2:67]2)=[CH:62][CH:61]=1, predict the reaction product. The product is: [F:59][C:60]1[CH:65]=[CH:64][C:63]([CH:66]2[CH2:67][CH2:68][N:69]([C:44]([NH:43][C:47]3[CH:56]=[CH:55][C:54]4[C:53](=[O:57])[CH2:52][CH2:51][CH2:50][C:49]=4[CH:48]=3)=[O:46])[CH2:70][CH2:71]2)=[CH:62][CH:61]=1. (4) Given the reactants C(=O)([O-])[O-].[K+].[K+].FC(F)(F)C([N:11]1[CH2:15][CH2:14][CH2:13][CH:12]1[C:16]1[C:30]([O:31][C:32]2[CH:37]=[CH:36][C:35]([S:38]([CH3:41])(=[O:40])=[O:39])=[CH:34][CH:33]=2)=[CH:29][C:19]2[N:20]=[C:21]([C:23]3[CH:28]=[N:27][CH:26]=[CH:25][N:24]=3)[NH:22][C:18]=2[CH:17]=1)=O, predict the reaction product. The product is: [CH3:41][S:38]([C:35]1[CH:36]=[CH:37][C:32]([O:31][C:30]2[C:16]([CH:12]3[CH2:13][CH2:14][CH2:15][NH:11]3)=[CH:17][C:18]3[NH:22][C:21]([C:23]4[CH:28]=[N:27][CH:26]=[CH:25][N:24]=4)=[N:20][C:19]=3[CH:29]=2)=[CH:33][CH:34]=1)(=[O:40])=[O:39]. (5) Given the reactants C(N1C=CN=C1)(N1C=CN=C1)=O.[CH2:13]([O:15][CH:16]([C:28]([O:30][CH2:31][CH3:32])=[O:29])[C:17]1[C:25]([F:26])=[CH:24][C:20]([C:21]([OH:23])=O)=[CH:19][C:18]=1[F:27])[CH3:14].[CH2:33]([NH2:37])[CH:34]([CH3:36])[CH3:35].CCOC(C)=O, predict the reaction product. The product is: [CH2:31]([O:30][C:28](=[O:29])[CH:16]([C:17]1[C:18]([F:27])=[CH:19][C:20]([C:21](=[O:23])[NH:37][CH2:33][CH:34]([CH3:36])[CH3:35])=[CH:24][C:25]=1[F:26])[O:15][CH2:13][CH3:14])[CH3:32]. (6) Given the reactants I[C:2]1[N:6]([CH3:7])[N:5]=[CH:4][CH:3]=1.C(OC([N:15]1[CH:19]=[C:18](B(O)O)[CH:17]=[N:16]1)=O)(C)(C)C.C(=O)([O-])[O-].[Na+].[Na+].C(O)C, predict the reaction product. The product is: [CH3:7][N:6]1[C:2]([C:18]2[CH:19]=[N:15][NH:16][CH:17]=2)=[CH:3][CH:4]=[N:5]1.